This data is from Forward reaction prediction with 1.9M reactions from USPTO patents (1976-2016). The task is: Predict the product of the given reaction. Given the reactants [NH2:1][C:2]1[CH:3]=[CH:4][C:5]2[O:9][C:8]3[C:10]([O:24][CH:25]([F:27])[F:26])=[CH:11][CH:12]=[C:13]([C:14]4[O:15][CH:16]=[C:17]([C:19]([O:21][CH2:22][CH3:23])=[O:20])[N:18]=4)[C:7]=3[C:6]=2[CH:28]=1.N1C=CC=CC=1.[CH3:35][S:36](Cl)(=[O:38])=[O:37].O, predict the reaction product. The product is: [F:27][CH:25]([F:26])[O:24][C:10]1[C:8]2[O:9][C:5]3[CH:4]=[CH:3][C:2]([NH:1][S:36]([CH3:35])(=[O:38])=[O:37])=[CH:28][C:6]=3[C:7]=2[C:13]([C:14]2[O:15][CH:16]=[C:17]([C:19]([O:21][CH2:22][CH3:23])=[O:20])[N:18]=2)=[CH:12][CH:11]=1.